Dataset: Full USPTO retrosynthesis dataset with 1.9M reactions from patents (1976-2016). Task: Predict the reactants needed to synthesize the given product. (1) Given the product [N+:1]([C:4]1[CH:5]=[CH:6][C:7]([C:8]([N:13]2[CH2:17][CH2:16][CH2:15][CH2:14]2)=[O:10])=[CH:11][CH:12]=1)([O-:3])=[O:2], predict the reactants needed to synthesize it. The reactants are: [N+:1]([C:4]1[CH:12]=[CH:11][C:7]([C:8]([OH:10])=O)=[CH:6][CH:5]=1)([O-:3])=[O:2].[NH:13]1[CH2:17][CH2:16][CH2:15][CH2:14]1.OC1C2N=NNC=2C=CC=1.CNC(N=C=NCC)CCNC.C(NC(C)C)(C)C. (2) Given the product [CH3:31][C:29]([CH3:30])([CH3:32])[C:28]#[C:27][C:7]1[S:6][C:5]([C:3]([OH:4])=[O:2])=[C:9]([N:10]([C@H:20]2[CH2:25][CH2:24][C@H:23]([OH:26])[CH2:22][CH2:21]2)[C:11]([C@H:13]2[CH2:18][CH2:17][C@H:16]([CH3:19])[CH2:15][CH2:14]2)=[O:12])[CH:8]=1, predict the reactants needed to synthesize it. The reactants are: C[O:2][C:3]([C:5]1[S:6][C:7]([C:27]#[C:28][C:29]([CH3:32])([CH3:31])[CH3:30])=[CH:8][C:9]=1[N:10]([C@H:20]1[CH2:25][CH2:24][C@H:23]([OH:26])[CH2:22][CH2:21]1)[C:11]([C@H:13]1[CH2:18][CH2:17][C@H:16]([CH3:19])[CH2:15][CH2:14]1)=[O:12])=[O:4].CO.O.O[Li].O. (3) Given the product [Cl:1][C:2]1[C:3]([O:9][C:10]2[CH:15]=[CH:14][C:13]([O:16][C:19](=[O:20])[N:18]([CH3:22])[CH3:17])=[CH:12][CH:11]=2)=[N:4][CH:5]=[C:6]([Cl:8])[CH:7]=1, predict the reactants needed to synthesize it. The reactants are: [Cl:1][C:2]1[C:3]([O:9][C:10]2[CH:15]=[CH:14][C:13]([OH:16])=[CH:12][CH:11]=2)=[N:4][CH:5]=[C:6]([Cl:8])[CH:7]=1.[CH3:17][N:18]([CH3:22])[C:19](Cl)=[O:20]. (4) Given the product [CH:1]1([N:7]2[CH2:13][CH2:12][C:11](=[O:14])[NH:10][C:9]3[CH:15]=[N:16][C:17]([NH:19][C:20]4[CH:28]=[CH:27][C:23]([C:24]([N:63]5[CH2:64][CH2:65][O:51][CH2:62][CH2:61]5)=[O:26])=[CH:22][C:21]=4[O:58][CH3:59])=[N:18][C:8]2=3)[CH2:6][CH2:5][CH2:4][CH2:3][CH2:2]1, predict the reactants needed to synthesize it. The reactants are: [CH:1]1([N:7]2[CH2:13][CH2:12][C:11](=[O:14])[NH:10][C:9]3[CH:15]=[N:16][C:17]([NH:19][C:20]4[CH:28]=[CH:27][C:23]([C:24]([OH:26])=O)=[C:22](OC)[CH:21]=4)=[N:18][C:8]2=3)[CH2:6][CH2:5][CH2:4][CH2:3][CH2:2]1.F[P-](F)(F)(F)(F)F.CN(C(N(C)C)=[N+]1C2C(=NC=CC=2)[N+]([O-:51])=N1)C.N1C[CH2:59][O:58]CC1.[CH2:61]([N:63](CC)[CH2:64][CH3:65])[CH3:62]. (5) Given the product [OH:1][CH:2]([C:8]1[CH:13]=[CH:12][CH:11]=[C:10]([C:14]2[CH:15]=[C:16]3[C:22]([C:23]4[CH:28]=[CH:27][CH:26]=[CH:25][C:24]=4[O:29][CH3:30])=[N:21][NH:20][C:17]3=[N:18][CH:19]=2)[CH:9]=1)[C:3]([N:5]([CH3:7])[CH3:6])=[O:4], predict the reactants needed to synthesize it. The reactants are: [OH:1][CH:2]([C:8]1[CH:13]=[CH:12][CH:11]=[C:10]([C:14]2[CH:15]=[C:16]3[C:22]([C:23]4[CH:28]=[CH:27][CH:26]=[CH:25][C:24]=4[O:29][CH3:30])=[N:21][N:20](COCC[Si](C)(C)C)[C:17]3=[N:18][CH:19]=2)[CH:9]=1)[C:3]([N:5]([CH3:7])[CH3:6])=[O:4].FC(F)(F)C(O)=O. (6) Given the product [CH:15]1([C:18]2[CH:19]=[C:20]([CH3:30])[C:21]([N:24]3[CH2:25][CH2:26][N:27]([C:10]([C:9]4[CH:8]=[CH:7][C:6]([CH2:5][NH:4][C:1](=[O:3])[CH3:2])=[CH:14][CH:13]=4)=[O:12])[CH2:28][CH2:29]3)=[N:22][CH:23]=2)[CH2:17][CH2:16]1, predict the reactants needed to synthesize it. The reactants are: [C:1]([NH:4][CH2:5][C:6]1[CH:14]=[CH:13][C:9]([C:10]([OH:12])=O)=[CH:8][CH:7]=1)(=[O:3])[CH3:2].[CH:15]1([C:18]2[CH:19]=[C:20]([CH3:30])[C:21]([N:24]3[CH2:29][CH2:28][NH:27][CH2:26][CH2:25]3)=[N:22][CH:23]=2)[CH2:17][CH2:16]1.